Dataset: Forward reaction prediction with 1.9M reactions from USPTO patents (1976-2016). Task: Predict the product of the given reaction. (1) Given the reactants CS(O)(=O)=O.[NH2:6][CH2:7][C:8]1[CH:9]=[C:10]2[C:14](=[CH:15][CH:16]=1)[C:13](=[O:17])[N:12]([CH:18]1[CH2:23][CH2:22][C:21](=[O:24])[NH:20][C:19]1=[O:25])[CH2:11]2.C1N=CN([C:31](N2C=NC=C2)=[O:32])C=1.[C:38]([O:42][C:43]([N:45]1[CH2:50][CH2:49][CH:48]([NH2:51])[CH2:47][CH2:46]1)=[O:44])([CH3:41])([CH3:40])[CH3:39], predict the reaction product. The product is: [C:38]([O:42][C:43]([N:45]1[CH2:50][CH2:49][CH:48]([NH:51][C:31]([NH:6][CH2:7][C:8]2[CH:9]=[C:10]3[C:14](=[CH:15][CH:16]=2)[C:13](=[O:17])[N:12]([CH:18]2[CH2:23][CH2:22][C:21](=[O:24])[NH:20][C:19]2=[O:25])[CH2:11]3)=[O:32])[CH2:47][CH2:46]1)=[O:44])([CH3:41])([CH3:39])[CH3:40]. (2) The product is: [F:21][C:18]([F:19])([F:20])[C:15]1[N:14]=[C:13]2[O:22][CH2:23][CH:10]([CH2:9][OH:8])[O:11][C:12]2=[CH:17][CH:16]=1. Given the reactants C([O:8][CH2:9][CH:10]1[CH2:23][O:22][C:13]2=[N:14][C:15]([C:18]([F:21])([F:20])[F:19])=[CH:16][CH:17]=[C:12]2[O:11]1)C1C=CC=CC=1, predict the reaction product. (3) Given the reactants [NH2:1][C:2]1[CH:7]=[CH:6][CH:5]=[CH:4][CH:3]=1.[CH:8]1([NH:11][C:12]([C:14]2[CH:15]=[C:16]([F:38])[C:17]([CH3:37])=[C:18]([C:20]3[CH:25]=[CH:24][C:23]([C:26](O)=[O:27])=[CH:22][C:21]=3[C:29]([NH:31][C:32]3[S:33][CH:34]=[CH:35][N:36]=3)=[O:30])[CH:19]=2)=[O:13])[CH2:10][CH2:9]1.Cl.CN(C)CCCN=C=NCC, predict the reaction product. The product is: [CH:8]1([NH:11][C:12]([C:14]2[CH:19]=[C:18]([C:20]3[C:21]([C:29]([NH:31][C:32]4[S:33][CH:34]=[CH:35][N:36]=4)=[O:30])=[CH:22][C:23]([C:26]([NH:1][C:2]4[CH:7]=[CH:6][CH:5]=[CH:4][CH:3]=4)=[O:27])=[CH:24][CH:25]=3)[C:17]([CH3:37])=[C:16]([F:38])[CH:15]=2)=[O:13])[CH2:10][CH2:9]1.